This data is from Full USPTO retrosynthesis dataset with 1.9M reactions from patents (1976-2016). The task is: Predict the reactants needed to synthesize the given product. (1) The reactants are: Cl.C([O:10][CH2:11][CH2:12][O:13][CH2:14][CH2:15][N:16]1[C:24]2[C:23]([NH:25][C:26]3[CH:41]=[CH:40][C:29]([O:30][C:31]4[CH:32]=[C:33]([CH:37]=[CH:38][CH:39]=4)[C:34]([OH:36])=O)=[C:28]([Cl:42])[CH:27]=3)=[N:22][CH:21]=[N:20][C:19]=2[CH:18]=[CH:17]1)(=O)C1C=CC=CC=1.C(N1C=CN=C1)(N1C=CN=C1)=O.[NH:55]1[CH2:60][CH2:59][CH2:58][CH2:57][CH2:56]1.[OH-].[Na+].Cl.C(OCC)(=O)C. Given the product [ClH:42].[Cl:42][C:28]1[CH:27]=[C:26]([NH:25][C:23]2[C:24]3[N:16]([CH2:15][CH2:14][O:13][CH2:12][CH2:11][OH:10])[CH:17]=[CH:18][C:19]=3[N:20]=[CH:21][N:22]=2)[CH:41]=[CH:40][C:29]=1[O:30][C:31]1[CH:39]=[CH:38][CH:37]=[C:33]([C:34]([N:55]2[CH2:60][CH2:59][CH2:58][CH2:57][CH2:56]2)=[O:36])[CH:32]=1, predict the reactants needed to synthesize it. (2) Given the product [CH3:1][O:2][C:3](=[O:12])[C:4]1[C:9]([NH:20][CH2:13][C:14]2[CH:19]=[CH:18][CH:17]=[CH:16][CH:15]=2)=[CH:8][C:7]([Cl:11])=[N:6][CH:5]=1, predict the reactants needed to synthesize it. The reactants are: [CH3:1][O:2][C:3](=[O:12])[C:4]1[C:9](Cl)=[CH:8][C:7]([Cl:11])=[N:6][CH:5]=1.[CH2:13]([NH2:20])[C:14]1[CH:19]=[CH:18][CH:17]=[CH:16][CH:15]=1.CCN(CC)CC.O.